Dataset: Full USPTO retrosynthesis dataset with 1.9M reactions from patents (1976-2016). Task: Predict the reactants needed to synthesize the given product. Given the product [C:43]([N:11]1[C@@H:10]([CH3:12])[C@H:9]([NH:13][C:14](=[O:20])[O:15][C:16]([CH3:19])([CH3:18])[CH3:17])[C:8](=[O:21])[N:7]([CH2:22][C:23]2[C:32]3[C:27](=[CH:28][CH:29]=[CH:30][CH:31]=3)[CH:26]=[CH:25][C:24]=2[O:33][CH3:34])[C:6]2[CH:35]=[CH:36][C:3]([C:1]#[N:2])=[CH:4][C:5]1=2)(=[O:45])[CH3:44], predict the reactants needed to synthesize it. The reactants are: [C:1]([C:3]1[CH:36]=[CH:35][C:6]2[N:7]([CH2:22][C:23]3[C:32]4[C:27](=[CH:28][CH:29]=[CH:30][CH:31]=4)[CH:26]=[CH:25][C:24]=3[O:33][CH3:34])[C:8](=[O:21])[C@@H:9]([NH:13][C:14](=[O:20])[O:15][C:16]([CH3:19])([CH3:18])[CH3:17])[C@H:10]([CH3:12])[NH:11][C:5]=2[CH:4]=1)#[N:2].N1C=CC=CC=1.[C:43](Cl)(=[O:45])[CH3:44].